From a dataset of Full USPTO retrosynthesis dataset with 1.9M reactions from patents (1976-2016). Predict the reactants needed to synthesize the given product. (1) The reactants are: [NH2:1][C:2]1[C:7](Cl)=[C:6]([C:9]([O:11][CH3:12])=[O:10])[N:5]=[C:4]([C:13]2[CH:18]=[CH:17][C:16]([C:19]([F:22])([F:21])[F:20])=[CH:15][CH:14]=2)[N:3]=1.[CH2:23]([O:25][C:26]([Sn](CCCC)(CCCC)CCCC)=[CH2:27])[CH3:24].[F-].[K+]. Given the product [NH2:1][C:2]1[C:7]([C:23]([O:25][CH2:26][CH3:27])=[CH2:24])=[C:6]([C:9]([O:11][CH3:12])=[O:10])[N:5]=[C:4]([C:13]2[CH:18]=[CH:17][C:16]([C:19]([F:22])([F:21])[F:20])=[CH:15][CH:14]=2)[N:3]=1, predict the reactants needed to synthesize it. (2) Given the product [Br:18][C:19]1[C:20]([N:4]2[CH2:5][CH:6]([CH3:8])[CH2:7][CH:2]([CH3:1])[CH2:3]2)=[C:21]([C:27](=[O:34])[C:28]([O:30][CH:31]([CH3:32])[CH3:33])=[O:29])[C:22]([CH3:26])=[N:23][C:24]=1[CH3:25], predict the reactants needed to synthesize it. The reactants are: [CH3:1][CH:2]1[CH2:7][CH:6]([CH3:8])[CH2:5][NH:4][CH2:3]1.CCN(C(C)C)C(C)C.[Br:18][C:19]1[C:20](Cl)=[C:21]([C:27](=[O:34])[C:28]([O:30][CH:31]([CH3:33])[CH3:32])=[O:29])[C:22]([CH3:26])=[N:23][C:24]=1[CH3:25]. (3) The reactants are: C(O[K])(C)(C)C.[CH3:7][C:8]1[CH:13]=[CH:12][N:11]=[C:10]([C:14]2[NH:18][N:17]=[C:16]([C:19]([F:22])([F:21])[F:20])[CH:15]=2)[CH:9]=1.[CH:23](=O)[C:24]1[CH:29]=[CH:28][CH:27]=[CH:26][CH:25]=1. Given the product [CH:7](/[C:8]1[CH:13]=[CH:12][N:11]=[C:10]([C:14]2[NH:18][N:17]=[C:16]([C:19]([F:22])([F:20])[F:21])[CH:15]=2)[CH:9]=1)=[CH:23]\[C:24]1[CH:29]=[CH:28][CH:27]=[CH:26][CH:25]=1, predict the reactants needed to synthesize it.